Predict which catalyst facilitates the given reaction. From a dataset of Catalyst prediction with 721,799 reactions and 888 catalyst types from USPTO. Reactant: [Cl:1][C:2]1[CH:3]=[C:4]2[C:8](=[C:9]([C:11]3[N:16]=[CH:15][N:14]=[C:13]([OH:17])[CH:12]=3)[CH:10]=1)[N:7]([CH3:18])[N:6]=[CH:5]2.CN(C(ON1N=NC2C=CC=NC1=2)=[N+](C)C)C.F[P-](F)(F)(F)(F)F.C1CCN2C(=NCCC2)CC1.N[C@@H:55]1[C:71]2[CH:72]=[C:67]([CH:68]=[CH:69][CH:70]=2)[C:66]2[N:65]([CH:73]([F:75])[F:74])[N:64]=[CH:63][C:62]=2[NH:61][C:60](=[O:76])[C@H:59]([CH3:77])[CH2:58][CH2:57][CH2:56]1. Product: [Cl:1][C:2]1[CH:3]=[C:4]2[C:8](=[C:9]([C:11]3[N:16]=[CH:15][N:14]([C@@H:55]4[C:71]5[CH:72]=[C:67]([CH:68]=[CH:69][CH:70]=5)[C:66]5[N:65]([CH:73]([F:75])[F:74])[N:64]=[CH:63][C:62]=5[NH:61][C:60](=[O:76])[C@H:59]([CH3:77])[CH2:58][CH2:57][CH2:56]4)[C:13](=[O:17])[CH:12]=3)[CH:10]=1)[N:7]([CH3:18])[N:6]=[CH:5]2. The catalyst class is: 444.